From a dataset of TCR-epitope binding with 47,182 pairs between 192 epitopes and 23,139 TCRs. Binary Classification. Given a T-cell receptor sequence (or CDR3 region) and an epitope sequence, predict whether binding occurs between them. (1) The epitope is LPPAYTNSF. The TCR CDR3 sequence is CASSEWALTDYNYGYTF. Result: 1 (the TCR binds to the epitope). (2) The epitope is ELAGIGILTV. The TCR CDR3 sequence is CASSLDGWAPSPDEQFF. Result: 1 (the TCR binds to the epitope). (3) Result: 1 (the TCR binds to the epitope). The epitope is FVDGVPFVV. The TCR CDR3 sequence is CASSLDGGPYEQYF. (4) The epitope is RLRPGGKKK. The TCR CDR3 sequence is CASSEAGQLNEQFF. Result: 0 (the TCR does not bind to the epitope). (5) The epitope is QARQMVQAMRTIGTHP. The TCR CDR3 sequence is CASSLGFFETQYF. Result: 1 (the TCR binds to the epitope).